Dataset: Catalyst prediction with 721,799 reactions and 888 catalyst types from USPTO. Task: Predict which catalyst facilitates the given reaction. Reactant: [CH2:1]([O:3][C:4](=[O:16])[CH:5]([O:14][CH3:15])[CH2:6][C:7]1[CH:12]=[CH:11][C:10]([OH:13])=[CH:9][CH:8]=1)[CH3:2].C([O-])([O-])=O.[K+].[K+].[CH2:23](Br)[CH:24]=[CH2:25]. Product: [CH2:1]([O:3][C:4](=[O:16])[CH:5]([O:14][CH3:15])[CH2:6][C:7]1[CH:8]=[CH:9][C:10]([O:13][CH2:25][CH:24]=[CH2:23])=[CH:11][CH:12]=1)[CH3:2]. The catalyst class is: 21.